This data is from Full USPTO retrosynthesis dataset with 1.9M reactions from patents (1976-2016). The task is: Predict the reactants needed to synthesize the given product. (1) Given the product [N+:24]([C:27]1[CH:32]=[CH:31][CH:30]=[CH:29][C:28]=1[S:33]([N:1]1[C@H:2]2[C@H:7]([CH2:6][CH2:5][N:4]([C:10]([O:12][C:13]([CH3:16])([CH3:15])[CH3:14])=[O:11])[CH2:3]2)[CH2:8]1)(=[O:35])=[O:34])([O-:26])=[O:25], predict the reactants needed to synthesize it. The reactants are: [NH2:1][C@H:2]1[C@@H:7]([CH2:8]O)[CH2:6][CH2:5][N:4]([C:10]([O:12][C:13]([CH3:16])([CH3:15])[CH3:14])=[O:11])[CH2:3]1.C(N(CC)CC)C.[N+:24]([C:27]1[CH:32]=[CH:31][CH:30]=[CH:29][C:28]=1[S:33](Cl)(=[O:35])=[O:34])([O-:26])=[O:25]. (2) Given the product [S:32]1[CH:36]=[CH:35][CH:34]=[C:33]1[C:37]([N:20]1[CH2:21][CH2:22][CH:17]([N:1]2[CH2:2][CH2:3][CH:4]([N:7]3[CH:11]4[CH2:12][CH2:13][CH2:14][CH2:15][CH:10]4[NH:9][C:8]3=[O:16])[CH2:5][CH2:6]2)[CH2:18][CH2:19]1)=[O:38], predict the reactants needed to synthesize it. The reactants are: [N:1]1([CH:17]2[CH2:22][CH2:21][NH:20][CH2:19][CH2:18]2)[CH2:6][CH2:5][CH:4]([N:7]2[CH:11]3[CH2:12][CH2:13][CH2:14][CH2:15][CH:10]3[NH:9][C:8]2=[O:16])[CH2:3][CH2:2]1.C(N(C(C)C)CC)(C)C.[S:32]1[CH:36]=[CH:35][CH:34]=[C:33]1[C:37](Cl)=[O:38]. (3) Given the product [CH3:42][O:43][C:44]([C:46]1[CH:47]=[C:48]2[CH:54]=[C:53]([C:55]([C:2]3[CH:7]=[CH:6][C:5]([C:8]([CH3:17])([O:10][CH:11]4[CH2:16][CH2:15][CH2:14][CH2:13][O:12]4)[CH3:9])=[C:4]([F:18])[CH:3]=3)=[CH:56][CH:57]3[CH2:58][CH2:59][CH2:60][CH2:61]3)[N:52]([S:73]([C:76]3[CH:77]=[CH:78][CH:79]=[CH:80][CH:81]=3)(=[O:74])=[O:75])[C:49]2=[N:50][CH:51]=1)=[O:45], predict the reactants needed to synthesize it. The reactants are: Br[C:2]1[CH:7]=[CH:6][C:5]([C:8]([CH3:17])([O:10][CH:11]2[CH2:16][CH2:15][CH2:14][CH2:13][O:12]2)[CH3:9])=[C:4]([F:18])[CH:3]=1.C([O-])(=O)C.[K+].B1(B2OC(C)(C)C(C)(C)O2)OC(C)(C)C(C)(C)O1.[CH3:42][O:43][C:44]([C:46]1[CH:47]=[C:48]2[CH:54]=[C:53]([C:55](OS(C3C=CC(C)=CC=3)(=O)=O)=[CH:56][CH:57]3[CH2:61][CH2:60][CH2:59][CH2:58]3)[N:52]([S:73]([C:76]3[CH:81]=[CH:80][CH:79]=[CH:78][CH:77]=3)(=[O:75])=[O:74])[C:49]2=[N:50][CH:51]=1)=[O:45].C(=O)([O-])[O-].[Na+].[Na+]. (4) Given the product [CH3:13][C:5]1[NH:6][C:7]2[C:3]([C:4]=1[CH3:14])=[C:2]([N:15]1[CH2:20][CH2:19][NH:18][CH2:17][CH2:16]1)[CH:10]=[CH:9][C:8]=2[C:11]#[N:12], predict the reactants needed to synthesize it. The reactants are: Br[C:2]1[CH:10]=[CH:9][C:8]([C:11]#[N:12])=[C:7]2[C:3]=1[C:4]([CH3:14])=[C:5]([CH3:13])[NH:6]2.[NH:15]1[CH2:20][CH2:19][NH:18][CH2:17][CH2:16]1.C([O-])([O-])=O.[Cs+].[Cs+].